This data is from Catalyst prediction with 721,799 reactions and 888 catalyst types from USPTO. The task is: Predict which catalyst facilitates the given reaction. (1) Reactant: Br[C:2]1[CH:3]=[N:4][C:5]([N:8]([CH3:10])[CH3:9])=[N:6][CH:7]=1.C([Li])CCC.[B:16]([O:25]C(C)C)([O:21]C(C)C)[O:17]C(C)C.[ClH:29]. Product: [ClH:29].[CH3:9][N:8]([CH3:10])[C:5]1[N:4]=[CH:3][C:2]([O:17][B:16]([OH:25])[OH:21])=[CH:7][N:6]=1. The catalyst class is: 1. (2) Reactant: [C:1](OC(=O)C)(=[O:3])[CH3:2].[F:8][C:9]1[C:14]([C:15]([C:17]2[C:25]3[C:20](=[N:21][CH:22]=[C:23]([C:26]4[CH:27]=[C:28]5[C:32](=[CH:33][CH:34]=4)[NH:31][N:30]=[CH:29]5)[CH:24]=3)[NH:19][CH:18]=2)=[O:16])=[C:13]([F:35])[CH:12]=[CH:11][C:10]=1[NH:36][S:37]([C:40]1[CH:45]=[C:44]([F:46])[CH:43]=[CH:42][C:41]=1[F:47])(=[O:39])=[O:38]. Product: [C:1]([N:31]1[C:32]2[C:28](=[CH:27][C:26]([C:23]3[CH:24]=[C:25]4[C:17]([C:15]([C:14]5[C:9]([F:8])=[C:10]([NH:36][S:37]([C:40]6[CH:45]=[C:44]([F:46])[CH:43]=[CH:42][C:41]=6[F:47])(=[O:39])=[O:38])[CH:11]=[CH:12][C:13]=5[F:35])=[O:16])=[CH:18][NH:19][C:20]4=[N:21][CH:22]=3)=[CH:34][CH:33]=2)[CH:29]=[N:30]1)(=[O:3])[CH3:2]. The catalyst class is: 69. (3) Reactant: [Cl:1][C:2]1[CH:7]=[CH:6][C:5]([S:8][C:9]2[CH:14]=[CH:13][CH:12]=[CH:11][C:10]=2[CH:15]=[CH:16][C:17]([N:19]2[CH2:23][CH2:22][CH2:21][C:20]2=[O:24])=[O:18])=[CH:4][CH:3]=1.[CH3:25][Mg]Br. Product: [Cl:1][C:2]1[CH:7]=[CH:6][C:5]([S:8][C:9]2[CH:14]=[CH:13][CH:12]=[CH:11][C:10]=2[CH:15]=[CH:16][C:17]([NH:19][CH2:23][CH2:22][CH2:21][CH:20]([OH:24])[CH3:25])=[O:18])=[CH:4][CH:3]=1. The catalyst class is: 7. (4) Reactant: P(Cl)(Cl)([Cl:3])=O.CN(C)C1C=CC=CC=1.[CH2:15]([C:17]1[S:26][C:20]2[N:21]=[CH:22][NH:23][C:24](=O)[C:19]=2[C:18]=1[I:27])[CH3:16].O. Product: [Cl:3][C:24]1[C:19]2[C:18]([I:27])=[C:17]([CH2:15][CH3:16])[S:26][C:20]=2[N:21]=[CH:22][N:23]=1. The catalyst class is: 2. (5) Reactant: [OH:1][C:2]1([CH2:8][C:9]2[CH:14]=[CH:13][CH:12]=[CH:11][CH:10]=2)[CH2:7][CH2:6][NH:5][CH2:4][CH2:3]1.Cl[CH2:16][CH2:17][NH:18][C:19]([NH:21][C:22]1[C:31]2[C:26](=[CH:27][CH:28]=[CH:29][CH:30]=2)[N:25]=[C:24]([CH3:32])[CH:23]=1)=[O:20].C([O-])(O)=O.[Na+]. Product: [CH2:8]([C:2]1([OH:1])[CH2:7][CH2:6][N:5]([CH2:16][CH2:17][NH:18][C:19]([NH:21][C:22]2[C:31]3[C:26](=[CH:27][CH:28]=[CH:29][CH:30]=3)[N:25]=[C:24]([CH3:32])[CH:23]=2)=[O:20])[CH2:4][CH2:3]1)[C:9]1[CH:14]=[CH:13][CH:12]=[CH:11][CH:10]=1. The catalyst class is: 76. (6) Reactant: [Br:1][C:2]1[CH:3]=[C:4]2[C:9](=[CH:10][CH:11]=1)[CH2:8][C:7]([CH3:15])([C:12](O)=[O:13])[CH2:6][C:5]2=[O:16].B.C1COCC1. Product: [Br:1][C:2]1[CH:3]=[C:4]2[C:9]([CH2:8][C:7]([CH2:12][OH:13])([CH3:15])[CH2:6][CH:5]2[OH:16])=[CH:10][CH:11]=1. The catalyst class is: 11. (7) The catalyst class is: 3. Reactant: [F:1][C:2]([F:25])([F:24])[C:3]1[CH:23]=[CH:22][CH:21]=[CH:20][C:4]=1[O:5][CH:6]1[CH2:11][CH2:10][N:9]([C:12]2[S:13][C:14]([C:17](O)=[O:18])=[CH:15][N:16]=2)[CH2:8][CH2:7]1.C1C=CC2N(O)N=[N:32]C=2C=1.CN(C(ON1N=NC2C=CC=NC1=2)=[N+](C)C)C.F[P-](F)(F)(F)(F)F.[NH4+].[Cl-].CCN(C(C)C)C(C)C. Product: [F:25][C:2]([F:1])([F:24])[C:3]1[CH:23]=[CH:22][CH:21]=[CH:20][C:4]=1[O:5][CH:6]1[CH2:7][CH2:8][N:9]([C:12]2[S:13][C:14]([C:17]([NH2:32])=[O:18])=[CH:15][N:16]=2)[CH2:10][CH2:11]1. (8) Reactant: [OH:1][CH2:2][CH2:3][N:4]1[CH2:10][C:9](=[O:11])[C:6]2([CH2:8][CH2:7]2)[CH2:5]1.[BH4-].[Na+]. Product: [OH:1][CH2:2][CH2:3][N:4]1[CH2:10][CH:9]([OH:11])[C:6]2([CH2:7][CH2:8]2)[CH2:5]1. The catalyst class is: 5. (9) Reactant: [Br:1][C:2]1[CH:7]=[CH:6][C:5]([S:8](Cl)(=[O:10])=[O:9])=[CH:4][CH:3]=1.[NH2:12][C:13]1[N:17]([CH3:18])[N:16]=[C:15]([O:19][CH3:20])[C:14]=1[C:21]1[CH:29]=[CH:28][C:24]2[O:25][CH2:26][O:27][C:23]=2[CH:22]=1.CN(C1C=CC=CN=1)C. Product: [O:25]1[C:24]2[CH:28]=[CH:29][C:21]([C:14]3[C:15]([O:19][CH3:20])=[N:16][N:17]([CH3:18])[C:13]=3[NH:12][S:8]([C:5]3[CH:6]=[CH:7][C:2]([Br:1])=[CH:3][CH:4]=3)(=[O:10])=[O:9])=[CH:22][C:23]=2[O:27][CH2:26]1. The catalyst class is: 17.